From a dataset of Forward reaction prediction with 1.9M reactions from USPTO patents (1976-2016). Predict the product of the given reaction. Given the reactants [Br:1][C:2]1[C:3]([NH:9][CH:10]2[CH2:14][CH2:13][CH2:12][CH2:11]2)=[N:4][C:5](Cl)=[N:6][CH:7]=1.[NH4+:15].[OH-].C(O)(C)C, predict the reaction product. The product is: [Br:1][C:2]1[C:3]([NH:9][CH:10]2[CH2:14][CH2:13][CH2:12][CH2:11]2)=[N:4][C:5]([NH2:15])=[N:6][CH:7]=1.